Predict the reactants needed to synthesize the given product. From a dataset of Full USPTO retrosynthesis dataset with 1.9M reactions from patents (1976-2016). The reactants are: ClC1C=CC(SCCCCCCCC(O)=O)=CC=1.[C:19]1([SH:25])[CH:24]=[CH:23][CH:22]=[CH:21][CH:20]=1.Br[CH2:27][C:28]1[CH:33]=[CH:32][C:31]([CH2:34][C:35]([OH:37])=[O:36])=[CH:30][CH:29]=1.[OH-].[K+]. Given the product [C:19]1([S:25][CH2:27][C:28]2[CH:29]=[CH:30][C:31]([CH2:34][C:35]([OH:37])=[O:36])=[CH:32][CH:33]=2)[CH:24]=[CH:23][CH:22]=[CH:21][CH:20]=1, predict the reactants needed to synthesize it.